Dataset: Forward reaction prediction with 1.9M reactions from USPTO patents (1976-2016). Task: Predict the product of the given reaction. (1) Given the reactants [O:1]=[C:2]([CH2:8][CH3:9])[C:3]([O:5][CH2:6][CH3:7])=[O:4].[Br:10]Br, predict the reaction product. The product is: [Br:10][CH:8]([CH3:9])[C:2](=[O:1])[C:3]([O:5][CH2:6][CH3:7])=[O:4]. (2) Given the reactants [F:1][C:2]1[CH:3]=[C:4]2[C:9](=[CH:10][CH:11]=1)[C:8]([N:12]1[CH2:17][CH2:16][CH:15]([CH2:18][CH2:19][N:20]3[C:24](=[O:25])[CH2:23][O:22][C:21]3=[O:26])[CH2:14][CH2:13]1)=[N:7][CH:6]=[CH:5]2.[NH3:27], predict the reaction product. The product is: [F:1][C:2]1[CH:3]=[C:4]2[C:9](=[CH:10][CH:11]=1)[C:8]([N:12]1[CH2:17][CH2:16][CH:15]([CH2:18][CH2:19][NH:20][C:21](=[O:26])[O:22][CH2:23][C:24]([NH2:27])=[O:25])[CH2:14][CH2:13]1)=[N:7][CH:6]=[CH:5]2. (3) Given the reactants [C-]#N.[K+].C([O:7][C@H:8]([C@@H:16]([O:33]C(=O)C)[C:17]([N:19]([CH2:29][CH:30]([Cl:32])[CH3:31])[CH2:20][C:21]1[CH:26]=[CH:25][C:24]([O:27][CH3:28])=[CH:23][CH:22]=1)=[O:18])[C:9]([O:11][C:12]([CH3:15])([CH3:14])[CH3:13])=[O:10])(=O)C, predict the reaction product. The product is: [Cl:32][CH:30]([CH3:31])[CH2:29][N:19]([CH2:20][C:21]1[CH:26]=[CH:25][C:24]([O:27][CH3:28])=[CH:23][CH:22]=1)[C:17](=[O:18])[C@H:16]([OH:33])[C@@H:8]([OH:7])[C:9]([O:11][C:12]([CH3:15])([CH3:14])[CH3:13])=[O:10]. (4) Given the reactants C(OC(=O)[NH:7][C:8]1[S:9][CH2:10][C@@H:11]2[C@@H:16]([C:17]([F:20])([F:19])[F:18])[O:15][CH2:14][C@:12]2([C:21]2[CH:26]=[C:25]([NH2:27])[CH:24]=[C:23]([F:28])[C:22]=2[F:29])[N:13]=1)(C)(C)C.[CH3:31][O:32][C:33]1[N:34]=[CH:35][C:36]([C:39](O)=[O:40])=[N:37][CH:38]=1, predict the reaction product. The product is: [NH2:7][C:8]1[S:9][CH2:10][C@@H:11]2[C@@H:16]([C:17]([F:20])([F:19])[F:18])[O:15][CH2:14][C@:12]2([C:21]2[CH:26]=[C:25]([NH:27][C:39]([C:36]3[CH:35]=[N:34][C:33]([O:32][CH3:31])=[CH:38][N:37]=3)=[O:40])[CH:24]=[C:23]([F:28])[C:22]=2[F:29])[N:13]=1. (5) Given the reactants [NH:1]1[C:9]2[C:4](=[CH:5][CH:6]=[CH:7][CH:8]=2)[C:3]([CH2:10][C:11]([OH:13])=[O:12])=[CH:2]1.[CH3:14][N:15]([CH3:29])[C:16]1([C:23]2[CH:28]=[CH:27][CH:26]=[CH:25][CH:24]=2)[CH2:21][CH2:20][CH:19](O)[CH2:18][CH2:17]1.C1(N=C=NC2CCCCC2)CCCCC1.[Cl:45][Si](C)(C)C, predict the reaction product. The product is: [ClH:45].[CH3:14][N:15]([CH3:29])[C:16]1([C:23]2[CH:24]=[CH:25][CH:26]=[CH:27][CH:28]=2)[CH2:17][CH2:18][CH:19]([O:12][C:11](=[O:13])[CH2:10][C:3]2[C:4]3[C:9](=[CH:8][CH:7]=[CH:6][CH:5]=3)[NH:1][CH:2]=2)[CH2:20][CH2:21]1.